Dataset: Reaction yield outcomes from USPTO patents with 853,638 reactions. Task: Predict the reaction yield, written as a fraction of the theoretical maximum amount of product (1.0 means a 100% yield; for example, 0.34 means a 34% yield). (1) The reactants are [Cl:1][C:2]1[C:7]([CH:8]=[O:9])=[CH:6][CH:5]=[C:4]([NH:10][CH2:11][C:12]2[CH:17]=[CH:16][C:15]([Cl:18])=[CH:14][CH:13]=2)[N:3]=1.[C:19]([O:23][C:24](O[C:24]([O:23][C:19]([CH3:22])([CH3:21])[CH3:20])=[O:25])=[O:25])([CH3:22])([CH3:21])[CH3:20].C(N(CC)CC)C. The catalyst is ClCCl.CN(C)C1C=CN=CC=1. The product is [C:19]([O:23][C:24](=[O:25])[N:10]([CH2:11][C:12]1[CH:17]=[CH:16][C:15]([Cl:18])=[CH:14][CH:13]=1)[C:4]1[CH:5]=[CH:6][C:7]([CH:8]=[O:9])=[C:2]([Cl:1])[N:3]=1)([CH3:22])([CH3:21])[CH3:20]. The yield is 0.830. (2) The reactants are C(OC(=O)[NH:7][C@H:8]([C:10]1[N:11]([CH:27]2[CH2:29][CH2:28]2)[C:12](=[O:26])[C:13]2[C:18]([CH:19]=1)=[CH:17][CH:16]=[CH:15][C:14]=2[C:20]1[CH:21]=[N:22][N:23]([CH3:25])[CH:24]=1)[CH3:9])(C)(C)C.Cl. The catalyst is ClCCl.CCOC(C)=O. The product is [NH2:7][C@H:8]([C:10]1[N:11]([CH:27]2[CH2:29][CH2:28]2)[C:12](=[O:26])[C:13]2[C:18]([CH:19]=1)=[CH:17][CH:16]=[CH:15][C:14]=2[C:20]1[CH:21]=[N:22][N:23]([CH3:25])[CH:24]=1)[CH3:9]. The yield is 0.757. (3) The reactants are [CH:1]1([C:7]2[NH:11][C:10](=[O:12])[C:9]3([CH2:17][CH2:16][N:15]([S:18]([CH3:21])(=[O:20])=[O:19])[CH2:14][CH2:13]3)[N:8]=2)[CH2:6][CH2:5][CH2:4][CH2:3][CH2:2]1.C[Si](C)(C)[N-][Si](C)(C)C.[Li+].[CH3:32][C:33]1([CH3:50])[O:37][C@@H:36]([CH2:38][N:39]2[C:47]3[CH:46]=[CH:45][CH:44]=[C:43]([CH:48]=[O:49])[C:42]=3[CH:41]=[CH:40]2)[CH2:35][O:34]1.O. The catalyst is CN1CCCN(C)C1=O.O1CCCC1. The product is [CH:1]1([C:7]2[NH:11][C:10](=[O:12])[C:9]3([CH2:17][CH2:16][N:15]([S:18]([CH2:21][CH:48]([C:43]4[CH:44]=[CH:45][CH:46]=[C:47]5[C:42]=4[CH:41]=[CH:40][N:39]5[CH2:38][C@H:36]4[CH2:35][O:34][C:33]([CH3:50])([CH3:32])[O:37]4)[OH:49])(=[O:20])=[O:19])[CH2:14][CH2:13]3)[N:8]=2)[CH2:2][CH2:3][CH2:4][CH2:5][CH2:6]1. The yield is 0.620. (4) The reactants are [CH2:1]([O:4][CH2:5][CH:6]1[CH2:15][CH2:14][C:9]2(OCC[O:10]2)[CH2:8][CH2:7]1)[CH2:2][CH3:3].Cl. The catalyst is C1COCC1. The product is [CH2:1]([O:4][CH2:5][CH:6]1[CH2:15][CH2:14][C:9](=[O:10])[CH2:8][CH2:7]1)[CH2:2][CH3:3]. The yield is 0.493. (5) The reactants are [OH:1][C@@H:2]1[CH2:6][N:5]([C:7]([O:9][C:10]([CH3:13])([CH3:12])[CH3:11])=[O:8])[C@H:4]([C:14]([O:16]C)=[O:15])[CH2:3]1.CO.[OH-].[Na+]. The catalyst is O. The product is [C:10]([O:9][C:7]([N:5]1[CH2:6][C@@H:2]([OH:1])[CH2:3][C@H:4]1[C:14]([OH:16])=[O:15])=[O:8])([CH3:13])([CH3:11])[CH3:12]. The yield is 0.510. (6) The reactants are [F:1][C:2]1[CH:7]=[CH:6][C:5]([C:8]2([OH:19])[CH2:13][C:12]([CH3:15])([CH3:14])[N:11]([OH:16])[C:10]([CH3:18])([CH3:17])[CH2:9]2)=[CH:4][CH:3]=1.[ClH:20]. The catalyst is CC(O)C. The product is [ClH:20].[F:1][C:2]1[CH:7]=[CH:6][C:5]([C:8]2([OH:19])[CH2:13][C:12]([CH3:14])([CH3:15])[N:11]([OH:16])[C:10]([CH3:18])([CH3:17])[CH2:9]2)=[CH:4][CH:3]=1. The yield is 0.270.